From a dataset of Catalyst prediction with 721,799 reactions and 888 catalyst types from USPTO. Predict which catalyst facilitates the given reaction. (1) Product: [C:26]([O:25][C:23]([NH:30][C:31]1[CH:36]=[C:35]([CH:34]=[CH:33][CH:32]=1)[O:1][C:2]1[CH:11]=[C:10]2[C:5]([CH2:6][CH2:7][CH:8]([C:12]([O:14][CH3:15])=[O:13])[CH2:9]2)=[CH:4][CH:3]=1)=[O:24])([CH3:29])([CH3:27])[CH3:28]. The catalyst class is: 302. Reactant: [OH:1][C:2]1[CH:11]=[C:10]2[C:5]([CH2:6][CH2:7][CH:8]([C:12]([O:14][CH3:15])=[O:13])[CH2:9]2)=[CH:4][CH:3]=1.C(N(CC)CC)C.[C:23]([NH:30][C:31]1[CH:32]=[C:33](B(O)O)[CH:34]=[CH:35][CH:36]=1)([O:25][C:26]([CH3:29])([CH3:28])[CH3:27])=[O:24]. (2) Reactant: C([N:9]1[CH:14]=[CH:13][C:12](=[O:15])[CH2:11][CH:10]1[C:16]1[CH:17]=[C:18]([CH:21]=[CH:22][CH:23]=1)[C:19]#[N:20])(=O)C1C=CC=CC=1.C[O-].[Na+].P([O-])([O-])([O-])=O. Product: [C:19]([C:18]1[CH:17]=[C:16]([CH:10]2[CH2:11][C:12](=[O:15])[CH:13]=[CH:14][NH:9]2)[CH:23]=[CH:22][CH:21]=1)#[N:20]. The catalyst class is: 5. (3) Reactant: Br[CH2:2][CH3:3].[OH:4][C:5]1[CH:6]=[C:7]([CH2:12][C:13]#[N:14])[CH:8]=[CH:9][C:10]=1O.[C:15](=[O:18])([O-])[O-].[K+].[K+].[I-].[K+].[CH3:23]N(C)C=O. Product: [CH2:2]([O:4][C:5]1[CH:6]=[C:7]([CH2:12][C:13]#[N:14])[CH:8]=[CH:9][C:10]=1[O:18][CH2:15][CH3:23])[CH3:3]. The catalyst class is: 6. (4) Reactant: [C:1]([O-])([O-])=O.[K+].[K+].[C:7]([O:11][C:12](=[O:46])[N:13]([CH2:30][CH2:31][O:32][C:33]1[CH:38]=[CH:37][CH:36]=[CH:35][C:34]=1[CH2:39][C:40]1[CH:45]=[CH:44][CH:43]=[CH:42][CH:41]=1)[CH2:14][CH2:15][NH:16][S:17]([C:20]1[C:21]2[CH:22]=[CH:23][N:24]=[CH:25][C:26]=2[CH:27]=[CH:28][CH:29]=1)(=[O:19])=[O:18])([CH3:10])([CH3:9])[CH3:8].CI. Product: [C:7]([O:11][C:12](=[O:46])[N:13]([CH2:30][CH2:31][O:32][C:33]1[CH:38]=[CH:37][CH:36]=[CH:35][C:34]=1[CH2:39][C:40]1[CH:41]=[CH:42][CH:43]=[CH:44][CH:45]=1)[CH2:14][CH2:15][N:16]([S:17]([C:20]1[C:21]2[CH:22]=[CH:23][N:24]=[CH:25][C:26]=2[CH:27]=[CH:28][CH:29]=1)(=[O:19])=[O:18])[CH3:1])([CH3:10])([CH3:8])[CH3:9]. The catalyst class is: 31. (5) Reactant: [CH3:1][C:2]1[O:6][C:5]([C:7]2[CH:12]=[CH:11][CH:10]=[CH:9][CH:8]=2)=[N:4][C:3]=1[CH2:13][O:14][C:15]1[CH:24]=[CH:23][C:18]([C:19]([O:21]C)=[O:20])=[CH:17][CH:16]=1.[OH-].[Na+].O1CCCC1.Cl. Product: [CH3:1][C:2]1[O:6][C:5]([C:7]2[CH:8]=[CH:9][CH:10]=[CH:11][CH:12]=2)=[N:4][C:3]=1[CH2:13][O:14][C:15]1[CH:16]=[CH:17][C:18]([C:19]([OH:21])=[O:20])=[CH:23][CH:24]=1. The catalyst class is: 5. (6) Reactant: [F:1][C:2]1[CH:3]=[C:4]2[C:9](=[CH:10][CH:11]=1)[N:8]=[CH:7][CH:6]=[C:5]2[N:12]1[CH2:17][CH2:16][CH:15]([CH:18]([CH2:24][CH3:25])[C:19]([O:21]CC)=[O:20])[CH2:14][CH2:13]1.[OH-].[Na+]. Product: [F:1][C:2]1[CH:3]=[C:4]2[C:9](=[CH:10][CH:11]=1)[N:8]=[CH:7][CH:6]=[C:5]2[N:12]1[CH2:17][CH2:16][CH:15]([CH:18]([CH2:24][CH3:25])[C:19]([OH:21])=[O:20])[CH2:14][CH2:13]1. The catalyst class is: 14. (7) Reactant: FC(F)(F)C([O-])=O.[Tl+3].FC(F)(F)C([O-])=O.FC(F)(F)C([O-])=O.[CH3:23][C:24]1[CH:32]=[C:31]2[C:27]([C:28]([CH:33]=[O:34])=[CH:29][NH:30]2)=[CH:26][CH:25]=1.[I-:35].[K+].S(S([O-])=O)([O-])(=O)=O.[Na+].[Na+].[OH-].[Na+]. Product: [CH3:23][C:24]1[CH:32]=[C:31]2[C:27]([C:28]([CH:33]=[O:34])=[CH:29][NH:30]2)=[C:26]([I:35])[CH:25]=1. The catalyst class is: 55.